Dataset: Full USPTO retrosynthesis dataset with 1.9M reactions from patents (1976-2016). Task: Predict the reactants needed to synthesize the given product. (1) Given the product [NH2:4][C:3]1[CH:5]=[CH:6][C:7]([C:12]([C:14]2[CH:19]=[CH:18][CH:17]=[CH:16][CH:15]=2)([CH3:13])[CH3:11])=[CH:8][C:2]=1[C:1]([OH:10])=[O:9], predict the reactants needed to synthesize it. The reactants are: [C:1]([OH:10])(=[O:9])[C:2]1[C:3](=[CH:5][CH:6]=[CH:7][CH:8]=1)[NH2:4].[CH3:11][C:12]([C:14]1[CH:19]=[CH:18][CH:17]=[CH:16][CH:15]=1)=[CH2:13].Cl.[OH-].[Na+]. (2) Given the product [F:1][C:2]1[CH:10]=[CH:9][C:5]([C:6]2[N:8]=[C:16]([C:15]3[CH:20]=[CH:21][C:12]([F:11])=[CH:13][CH:14]=3)[NH:18][N:7]=2)=[CH:4][CH:3]=1, predict the reactants needed to synthesize it. The reactants are: [F:1][C:2]1[CH:10]=[CH:9][C:5]([C:6]([NH2:8])=[NH:7])=[CH:4][CH:3]=1.[F:11][C:12]1[CH:21]=[CH:20][C:15]([C:16]([NH:18]N)=O)=[CH:14][CH:13]=1. (3) Given the product [C:1]([C:5]1[CH:6]=[C:7]([N+:14]([O-:16])=[O:15])[C:8]([O:12][CH3:13])=[C:9]([S:26][CH3:25])[CH:10]=1)([CH3:4])([CH3:3])[CH3:2], predict the reactants needed to synthesize it. The reactants are: [C:1]([C:5]1[CH:6]=[C:7]([N+:14]([O-:16])=[O:15])[C:8]([O:12][CH3:13])=[C:9](N)[CH:10]=1)([CH3:4])([CH3:3])[CH3:2].C(ON=O)CC(C)C.[CH3:25][S:26]SC.